Dataset: Full USPTO retrosynthesis dataset with 1.9M reactions from patents (1976-2016). Task: Predict the reactants needed to synthesize the given product. (1) Given the product [F:5][C:6]([F:15])([F:16])[O:7][C:8]1[CH:14]=[CH:13][C:11]2[N:12]=[C:2]([NH2:3])[S:1][C:10]=2[CH:9]=1, predict the reactants needed to synthesize it. The reactants are: [S-:1][C:2]#[N:3].[NH4+].[F:5][C:6]([F:16])([F:15])[O:7][C:8]1[CH:14]=[CH:13][C:11]([NH2:12])=[CH:10][CH:9]=1.BrBr. (2) Given the product [Cl:1][C:2]1[CH:3]=[C:4]([C:10]([F:13])([F:12])[F:11])[CH:5]=[C:6]([Cl:9])[C:7]=1[N:21]1[C:22]2[C:18](=[CH:17][CH:16]=[C:15]([F:14])[CH:23]=2)[CH:19]=[CH:20]1, predict the reactants needed to synthesize it. The reactants are: [Cl:1][C:2]1[CH:3]=[C:4]([C:10]([F:13])([F:12])[F:11])[CH:5]=[C:6]([Cl:9])[C:7]=1F.[F:14][C:15]1[CH:23]=[C:22]2[C:18]([CH:19]=[CH:20][NH:21]2)=[CH:17][CH:16]=1.C(=O)([O-])[O-].[K+].[K+]. (3) Given the product [C:63]([C:62]1[CH:61]=[C:60]([NH:59][C:22]([C:16]2[CH:15]=[C:14]3[C:19]([C:20](=[O:21])[N:11]([C:6]4[N:7]=[C:8]([O:9][CH3:10])[C:3]([O:2][CH3:1])=[CH:4][N:5]=4)[C:12](=[S:25])[NH:13]3)=[CH:18][CH:17]=2)=[O:23])[CH:73]=[CH:72][CH:71]=1)(=[O:64])[C:65]1[CH:66]=[CH:67][CH:68]=[CH:69][CH:70]=1, predict the reactants needed to synthesize it. The reactants are: [CH3:1][O:2][C:3]1[CH:4]=[N:5][C:6]([N:11]2[C:20](=[O:21])[C:19]3[C:14](=[CH:15][C:16]([C:22](O)=[O:23])=[CH:17][CH:18]=3)[NH:13][C:12]2=[S:25])=[N:7][C:8]=1[O:9][CH3:10].CN(C(ON1N=NC2C=CC=NC1=2)=[N+](C)C)C.F[P-](F)(F)(F)(F)F.CCN(C(C)C)C(C)C.[NH2:59][C:60]1[CH:61]=[C:62]([CH:71]=[CH:72][CH:73]=1)[C:63]([C:65]1[CH:70]=[CH:69][CH:68]=[CH:67][CH:66]=1)=[O:64].